The task is: Binary Classification. Given a drug SMILES string, predict its activity (active/inactive) in a high-throughput screening assay against a specified biological target.. This data is from Cav3 T-type calcium channel HTS with 100,875 compounds. (1) The molecule is O=C(N1CCCc2c1cccc2)C1CCCCC1. The result is 0 (inactive). (2) The result is 0 (inactive). The compound is s1c2c(nc(SCC(=O)NCc3occc3)n(CCCOCC)c2=O)c2c1cccc2.